Dataset: Forward reaction prediction with 1.9M reactions from USPTO patents (1976-2016). Task: Predict the product of the given reaction. (1) Given the reactants CN1CCNCC1.BrC1SC(C=O)=CC=1.[CH3:16][N:17]1[CH2:22][CH2:21][N:20]([C:23]2[S:27][C:26]([CH:28]=O)=[CH:25][CH:24]=2)[CH2:19][CH2:18]1.[CH3:30][O:31][C:32]1[CH:33]=[C:34]([CH:38]=[CH:39][C:40]=1[O:41][CH3:42])[CH2:35][C:36]#[N:37], predict the reaction product. The product is: [CH3:30][O:31][C:32]1[CH:33]=[C:34](/[C:35](=[CH:28]/[C:26]2[S:27][C:23]([N:20]3[CH2:19][CH2:18][N:17]([CH3:16])[CH2:22][CH2:21]3)=[CH:24][CH:25]=2)/[C:36]#[N:37])[CH:38]=[CH:39][C:40]=1[O:41][CH3:42]. (2) Given the reactants BrC1C=CC(S(O[CH:12]2[CH2:17][CH2:16][CH2:15][CH:14]([C:18]([O:20][CH2:21][CH3:22])=[O:19])[CH2:13]2)(=O)=O)=CC=1.CC([O-])(C)C.[K+].N#N.CC(=O)OCC, predict the reaction product. The product is: [C:14]12([C:18]([O:20][CH2:21][CH3:22])=[O:19])[CH2:13][CH:12]1[CH2:17][CH2:16][CH2:15]2. (3) Given the reactants [CH2:1]([O:8][C:9]1[C:14]([CH2:15][N:16]2[CH2:25][CH2:24][C:23]3[C:18](=[C:19]([Cl:30])[C:20]([CH:27]([OH:29])[CH3:28])=[CH:21][C:22]=3[Cl:26])[C:17]2=[O:31])=[C:13]([CH3:32])[CH:12]=[C:11]([CH3:33])[N:10]=1)[C:2]1[CH:7]=[CH:6][CH:5]=[CH:4][CH:3]=1.C(N(CC)CC)C.[CH3:41][S:42](Cl)(=[O:44])=[O:43], predict the reaction product. The product is: [CH3:41][S:42]([O:29][CH:27]([C:20]1[C:19]([Cl:30])=[C:18]2[C:23]([CH2:24][CH2:25][N:16]([CH2:15][C:14]3[C:9]([O:8][CH2:1][C:2]4[CH:7]=[CH:6][CH:5]=[CH:4][CH:3]=4)=[N:10][C:11]([CH3:33])=[CH:12][C:13]=3[CH3:32])[C:17]2=[O:31])=[C:22]([Cl:26])[CH:21]=1)[CH3:28])(=[O:44])=[O:43]. (4) Given the reactants [CH3:1][O:2][C:3](=[O:61])[NH:4][CH:5]([C:9]([N:11]1[CH2:15][CH2:14][CH2:13][CH:12]1[C:16]1[NH:17][C:18]([C:21]2[CH:30]=[CH:29][C:28]3[C:23](=CC=[C:26]([C:31]4[CH:36]=[CH:35][C:34]([C:37]5[NH:38][C:39]([C@@H:42]6[CH2:46][CH2:45][CH2:44][N:43]6[C:47](=[O:60])[CH:48]([NH:55][C:56]([O:58][CH3:59])=[O:57])[C:49]6[CH:54]=[CH:53][CH:52]=[CH:51][CH:50]=6)=[N:40][CH:41]=5)=[CH:33][CH:32]=4)[CH:27]=3)[CH:22]=2)=[CH:19][N:20]=1)=[O:10])[CH:6]([CH3:8])[CH3:7].COC(=O)N[CH:66](C(N1CCCC1C1NC(C2C=CC(Br)=CC=2)=CN=1)=O)[CH:67](C)C.C(OC(N1CCCC1C1NC(C2C=CC3C(=CC=C(B4OC(C)(C)C(C)(C)O4)C=3)C=2)=CN=1)=O)(C)(C)C, predict the reaction product. The product is: [CH3:1][O:2][C:3](=[O:61])[NH:4][CH:5]([C:9]([N:11]1[CH2:15][CH2:14][CH2:13][CH:12]1[C:16]1[NH:17][C:18]([C:21]2[CH:22]=[CH:23][C:28]([C:27]3[CH:67]=[CH:66][C:32]4[C:31](=[CH:36][CH:35]=[C:34]([C:37]5[NH:38][C:39]([CH:42]6[CH2:46][CH2:45][CH2:44][N:43]6[C:47](=[O:60])[CH:48]([NH:55][C:56]([O:58][CH3:59])=[O:57])[C:49]6[CH:50]=[CH:51][CH:52]=[CH:53][CH:54]=6)=[N:40][CH:41]=5)[CH:33]=4)[CH:26]=3)=[CH:29][CH:30]=2)=[CH:19][N:20]=1)=[O:10])[CH:6]([CH3:8])[CH3:7]. (5) Given the reactants [C:1]1([C:7]2[N:12]=[C:11]([C:13]([OH:15])=[O:14])[CH:10]=[CH:9][C:8]=2[F:16])[CH2:6][CH2:5][CH2:4][CH2:3][CH:2]=1, predict the reaction product. The product is: [CH:1]1([C:7]2[N:12]=[C:11]([C:13]([OH:15])=[O:14])[CH:10]=[CH:9][C:8]=2[F:16])[CH2:2][CH2:3][CH2:4][CH2:5][CH2:6]1. (6) Given the reactants C1C2[C:7]3[CH:15]=[CH:14][CH:13]=[CH:12][C:8]=3[CH:9]=[N:10]SC=2C=CC=1.[NH2:16][C:17]1[CH:22]=[CH:21][CH:20]=[CH:19][C:18]=1[SH:23].FC1C=CC=CC=1C#N, predict the reaction product. The product is: [NH2:16][C:17]1[CH:22]=[CH:21][CH:20]=[CH:19][C:18]=1[S:23][C:7]1[CH:15]=[CH:14][CH:13]=[CH:12][C:8]=1[C:9]#[N:10].